Regression. Given a peptide amino acid sequence and an MHC pseudo amino acid sequence, predict their binding affinity value. This is MHC class II binding data. From a dataset of Peptide-MHC class II binding affinity with 134,281 pairs from IEDB. (1) The peptide sequence is DNEAYEMPSEEGYQD. The MHC is DRB1_1302 with pseudo-sequence DRB1_1302. The binding affinity (normalized) is 0. (2) The peptide sequence is IIQGLKLMNSPEFHL. The MHC is DRB1_0701 with pseudo-sequence DRB1_0701. The binding affinity (normalized) is 0.442. (3) The peptide sequence is APNGGFRRIPRGALH. The MHC is DRB1_0101 with pseudo-sequence DRB1_0101. The binding affinity (normalized) is 0.774. (4) The peptide sequence is YDKTLANVSTVLTGK. The MHC is DRB1_0101 with pseudo-sequence DRB1_0101. The binding affinity (normalized) is 0.788. (5) The peptide sequence is TEAFSTAWQAACKKP. The MHC is HLA-DQA10102-DQB10602 with pseudo-sequence HLA-DQA10102-DQB10602. The binding affinity (normalized) is 0.437. (6) The peptide sequence is PNMLRIMASLVLARK. The MHC is DRB1_1501 with pseudo-sequence DRB1_1501. The binding affinity (normalized) is 0.888.